From a dataset of Drug-target binding data from BindingDB using IC50 measurements. Regression. Given a target protein amino acid sequence and a drug SMILES string, predict the binding affinity score between them. We predict pIC50 (pIC50 = -log10(IC50 in M); higher means more potent). Dataset: bindingdb_ic50. (1) The compound is CC(=O)Nc1cc(Oc2ccc3c(C(=O)Nc4ccc(CN5CCN(C)CC5)c(C(F)(F)F)c4)cccc3c2)ncn1. The target protein sequence is MENFQKVEKIGEGTYGVVYKARNKLTGEVVALKKIRXDTETEGVPSTAIREISLLKELNHPNIVKLLDVIHTENKLYLVFEFLHQDLKKFMDASALTGIPLPLIKSYLFQLLQGLAFCHSHRVLHRDLKPQNLLINTEGAIKLGDFGLARAFGVPVRTYTHEVVTLWYRAPEILLGCKYYSTAVDIWSLGCIFAEMVTRRALFPGDSEIDQLFRIFRTLGTPDEVVWPGVTSMPDYKPSFPKWARQDFSKVVPPLDEDGRSLLSQMLHYDPNKRISAKAALAHPFFQDVTKPVPHLRL. The pIC50 is 5.0. (2) The compound is CCN(CC)CCn1cc(C(=O)NCc2ccc(Cl)cc2)c(=O)c2cc(C#CCO)sc21. The target protein (P08546) has sequence MFFNPYLSGGVTGGAVAGGRRQRSQPGSAQGSGKRPPQKQFLQIVPRGVMFDGQTGLIKHKTGRLPLMFYREIKHLLSHDMVWPCPWRETLVGRVVGPIRFHTYDQTDAVLFFDSPENVSPRYRQHLVPSGNVLRFFGATEHGYSICVNVFGQRSYFYCEYSDTDRLREVIASVGELVPEPRTPYAVSVTPATKTSIYGYGTRPVPDLQCVSISNWTMARKIGEYLLEQGFPVYEVRVDPLTRLVIDRRITTFGWCSVNRYDWRQQGRASTCDIEVDCDVSDLVAVPDDSSWPRYRCLSFDIECMSGEGGFPCAEKSDDIVIQISCVCYETGGNTAVDQGIPNGNDGRGCTSEGVIFGHSGLHLFTIGTCGQVGPDVDVYEFPSEYELLLGFMLFFQRYAPAFVTGYNINSFDLKYILTRLEYLYKVDSQRFCKLPTAQGGRFFLHSPAVGFKRQYAAAFPSASHNNPASTAATKVYIAGSVVIDMYPVCMAKTNSPNYK.... The pIC50 is 5.7. (3) The drug is Cc1noc(C)c1-c1ccc2nc(N3CC[C@@H](NC(=O)C4CCC4)C3)n3c2c1OC[C@@H]3c1ccccn1. The target protein sequence is ETSNPNKPKRQTNQLQYLLRVVLKTLWKHQFAWPFQQPVDAVKLNLPDYYKIIKTPMDMGTIKKRLENNYYWNAQECIQDFNTMFTNCYIYNKPGDDIVLMAEALEKLFLQKINELPTEETE. The pIC50 is 7.0. (4) The small molecule is COc1nn(C)cc1Nc1ncc(F)c(-c2c[nH]c3c(NC(=O)[C@@H](C)N4CCN(C)C[C@H]4C)cccc23)n1. The target protein sequence is CQDPTIFEERHLKYISQLGKGNFGSVELCRYDPLGDNTGALVAVKQLQHSGPDQQRDFQREIQILKALHSDFIVKYRGVSYGPGRQSLRLVMEYLPSGCLRDFLQRHRARLDASRLLLYSSQICKGMEYLGSRRCVHRDLAARNILVESEAHVKIADFGLAKLLPLDKDYYVVREPGQSPIFWYAPESLSDNIFSRQSDVWSFGVVLYELFTYCDKSCSPSAEFLRMMGCERDVPALCRLLELLEEGQRLPAPPACPAEVHELMKLCWAPSPQDRPSFSALGPQLDMLWSGSRGCETHAFTAHPEGKHHSLSFS. The pIC50 is 4.5. (5) The pIC50 is 4.2. The drug is CCO[C@@H](Cc1ccc(OCc2ccccn2)cc1)C(=O)NO. The target is CKENALLRYLLDKDD. (6) The small molecule is CN(C)[C@@H]1CCCC[C@@H]1Nc1nn(C)c(=O)c2ccccc12. The target protein sequence is KEPRDPDQLYSTLKSILQQVKSHQSAWPFMEPVKRTEAPGYYEVIRFPMDLKTMSERLKNRYYVSKKLFMADLQRVFTNCKEYNPPESEYYKCANILEKFFFSKIKEAGLIDK. The pIC50 is 5.0.